Dataset: Catalyst prediction with 721,799 reactions and 888 catalyst types from USPTO. Task: Predict which catalyst facilitates the given reaction. (1) Reactant: [CH3:1][O:2][C:3](=[O:14])[CH2:4][CH2:5][CH2:6][CH2:7][CH2:8][CH2:9][CH2:10][C:11](O)=[O:12]. Product: [OH:12][CH2:11][CH2:10][CH2:9][CH2:8][CH2:7][CH2:6][CH2:5][CH2:4][C:3]([O:2][CH3:1])=[O:14]. The catalyst class is: 1. (2) Reactant: [CH3:1][O:2][C:3]1[CH:4]=[C:5]([N:11]2[CH2:16][C:15]3[CH:17]=[N:18][C:19]4[N:23](S(C5C=CC=CC=5)(=O)=O)[C:22]([C:33]5[CH:38]=[CH:37][C:36]([N:39]6[CH2:44][CH2:43][N:42]([CH3:45])[CH2:41][CH2:40]6)=[CH:35][CH:34]=5)=[CH:21][C:20]=4[C:14]=3[N:13]([CH3:46])[C:12]2=[O:47])[CH:6]=[C:7]([O:9][CH3:10])[CH:8]=1.CC(C)([O-])C.[K+]. Product: [CH3:10][O:9][C:7]1[CH:6]=[C:5]([N:11]2[CH2:16][C:15]3[CH:17]=[N:18][C:19]4[NH:23][C:22]([C:33]5[CH:38]=[CH:37][C:36]([N:39]6[CH2:40][CH2:41][N:42]([CH3:45])[CH2:43][CH2:44]6)=[CH:35][CH:34]=5)=[CH:21][C:20]=4[C:14]=3[N:13]([CH3:46])[C:12]2=[O:47])[CH:4]=[C:3]([O:2][CH3:1])[CH:8]=1. The catalyst class is: 83.